Task: Predict the reactants needed to synthesize the given product.. Dataset: Full USPTO retrosynthesis dataset with 1.9M reactions from patents (1976-2016) Given the product [CH3:1][C:2]1[C:3]([CH2:9][N:10]([CH2:16][C:17]2[C:22]([CH:23]([CH3:25])[CH3:24])=[CH:21][CH:20]=[CH:19][N:18]=2)[CH2:11][CH2:12][CH2:13][CH2:14][O:15][C:40]([NH:43][OH:45])=[O:47])=[N:4][CH:5]=[C:6]([CH3:8])[CH:7]=1, predict the reactants needed to synthesize it. The reactants are: [CH3:1][C:2]1[C:3]([CH2:9][N:10]([CH2:16][C:17]2[C:22]([CH:23]([CH3:25])[CH3:24])=[CH:21][CH:20]=[CH:19][N:18]=2)[CH2:11][CH2:12][CH2:13][CH2:14][OH:15])=[N:4][CH:5]=[C:6]([CH3:8])[CH:7]=1.CCN(CC)CC.ClC(OC1C=C[C:40]([N+:43]([O-:45])=O)=CC=1)=O.N[OH:47].Cl.